From a dataset of Forward reaction prediction with 1.9M reactions from USPTO patents (1976-2016). Predict the product of the given reaction. Given the reactants [OH:1][CH2:2][CH2:3][N:4]1[C:8]2[CH:9]=[CH:10][CH:11]=[CH:12][C:7]=2[N:6]=[C:5]1[CH2:13][N:14]1[C:18]2[CH:19]=[CH:20][CH:21]=[CH:22][C:17]=2[N:16]=[N:15]1.C(N(C(C)C)CC)(C)C.[CH3:32][S:33](Cl)(=[O:35])=[O:34], predict the reaction product. The product is: [CH3:32][S:33]([O:1][CH2:2][CH2:3][N:4]1[C:8]2[CH:9]=[CH:10][CH:11]=[CH:12][C:7]=2[N:6]=[C:5]1[CH2:13][N:14]1[C:18]2[CH:19]=[CH:20][CH:21]=[CH:22][C:17]=2[N:16]=[N:15]1)(=[O:35])=[O:34].